From a dataset of Full USPTO retrosynthesis dataset with 1.9M reactions from patents (1976-2016). Predict the reactants needed to synthesize the given product. (1) Given the product [F:1][C:2]1[C:23]([NH:24][S:25]([C:28]2[CH:33]=[CH:32][C:31]([C:34]([F:37])([F:36])[F:35])=[CH:30][CH:29]=2)(=[O:27])=[O:26])=[CH:22][CH:21]=[C:20]([F:38])[C:3]=1[C:4]([C:6]1[C:14]2[C:9](=[N:10][CH:11]=[C:12]([CH2:15][CH2:16][C:17]([NH:39][CH2:40][CH2:41][CH2:42][CH2:43][CH2:44][NH:45][C:46](=[O:60])[CH2:47][CH2:48][CH2:49][CH2:50][CH:51]3[CH:55]4[NH:56][C:57](=[O:59])[NH:58][CH:54]4[CH2:53][S:52]3)=[O:18])[CH:13]=2)[NH:8][CH:7]=1)=[O:5], predict the reactants needed to synthesize it. The reactants are: [F:1][C:2]1[C:23]([NH:24][S:25]([C:28]2[CH:33]=[CH:32][C:31]([C:34]([F:37])([F:36])[F:35])=[CH:30][CH:29]=2)(=[O:27])=[O:26])=[CH:22][CH:21]=[C:20]([F:38])[C:3]=1[C:4]([C:6]1[C:14]2[C:9](=[N:10][CH:11]=[C:12]([CH2:15][CH2:16][C:17](O)=[O:18])[CH:13]=2)[NH:8][CH:7]=1)=[O:5].[NH2:39][CH2:40][CH2:41][CH2:42][CH2:43][CH2:44][NH:45][C:46](=[O:60])[CH2:47][CH2:48][CH2:49][CH2:50][CH:51]1[CH:55]2[NH:56][C:57](=[O:59])[NH:58][CH:54]2[CH2:53][S:52]1.Cl.CN(C)CCCN=C=NCC.CN(C)C=O. (2) Given the product [C:34]([O:38]/[N:39]=[C:8]1/[C:9]2[C:10]([CH2:11][C:12]3[CH:17]=[CH:16][CH:15]=[CH:14][C:13]=3[S:18]([N:21]3[CH2:25][CH2:24][CH2:23][CH2:22]3)(=[O:20])=[O:19])=[C:2]([CH3:1])[N:3]([CH2:29][C:30]([OH:32])=[O:31])[C:4]=2[CH2:5][C:6]([CH3:27])([CH3:28])[CH2:7]/1)([CH3:37])([CH3:36])[CH3:35], predict the reactants needed to synthesize it. The reactants are: [CH3:1][C:2]1[N:3]([CH2:29][C:30]([OH:32])=[O:31])[C:4]2[CH2:5][C:6]([CH3:28])([CH3:27])[CH2:7][C:8](=O)[C:9]=2[C:10]=1[CH2:11][C:12]1[CH:17]=[CH:16][CH:15]=[CH:14][C:13]=1[S:18]([N:21]1[CH2:25][CH2:24][CH2:23][CH2:22]1)(=[O:20])=[O:19].Cl.[C:34]([O:38][NH2:39])([CH3:37])([CH3:36])[CH3:35].[OH-].[Na+]. (3) Given the product [Br:1][C:2]1[CH:7]=[C:6]([F:8])[C:5]([Br:9])=[CH:4][C:3]=1[S:10]([NH:13][C@@H:14]1[CH2:18][C@H:17]([CH3:19])[N:16]([C:20]#[N:22])[CH2:15]1)(=[O:11])=[O:12], predict the reactants needed to synthesize it. The reactants are: [Br:1][C:2]1[CH:7]=[C:6]([F:8])[C:5]([Br:9])=[CH:4][C:3]=1[S:10]([NH:13][C@@H:14]1[CH2:18][C@H:17]([CH3:19])[NH:16][CH2:15]1)(=[O:12])=[O:11].[CH2:20]([N:22](CC)CC)C.BrC#N.C(O)C(N)(CO)CO. (4) Given the product [Br:1][C:2]1[CH:6]=[C:5]([C:7]([NH:8][C:9]2[C:10]([C:11]([NH:28][CH3:27])=[O:13])=[CH:14][C:15]([Cl:19])=[CH:16][C:17]=2[CH3:18])=[O:12])[N:4]([C:20]2[C:25]([Cl:26])=[CH:24][CH:23]=[CH:22][N:21]=2)[N:3]=1, predict the reactants needed to synthesize it. The reactants are: [Br:1][C:2]1[CH:6]=[C:5]([C:7]2[O:12][C:11](=[O:13])[C:10]3[CH:14]=[C:15]([Cl:19])[CH:16]=[C:17]([CH3:18])[C:9]=3[N:8]=2)[N:4]([C:20]2[C:25]([Cl:26])=[CH:24][CH:23]=[CH:22][N:21]=2)[N:3]=1.[CH3:27][NH2:28]. (5) The reactants are: [O:1]=[C:2]1[CH2:16][C@@H:5]2[CH2:6][N:7]([C:9]([O:11][C:12]([CH3:15])([CH3:14])[CH3:13])=[O:10])[CH2:8][C@@H:4]2[CH2:3]1.[BH4-].[Na+]. Given the product [OH:1][CH:2]1[CH2:16][C@@H:5]2[CH2:6][N:7]([C:9]([O:11][C:12]([CH3:14])([CH3:13])[CH3:15])=[O:10])[CH2:8][C@@H:4]2[CH2:3]1, predict the reactants needed to synthesize it. (6) The reactants are: [C:1]([OH:24])(=[O:23])[CH2:2][CH2:3][CH2:4][CH2:5][CH2:6][CH2:7][CH2:8][CH2:9][CH2:10][CH2:11][CH2:12][CH2:13][CH2:14][CH2:15][CH2:16][CH2:17][CH2:18][CH2:19][CH2:20][CH2:21][CH3:22].[OH-].[K+].[N+]([O-])([O-])=O.[Ag+:31]. Given the product [C:1]([O-:24])(=[O:23])[CH2:2][CH2:3][CH2:4][CH2:5][CH2:6][CH2:7][CH2:8][CH2:9][CH2:10][CH2:11][CH2:12][CH2:13][CH2:14][CH2:15][CH2:16][CH2:17][CH2:18][CH2:19][CH2:20][CH2:21][CH3:22].[Ag+:31], predict the reactants needed to synthesize it.